Dataset: Peptide-MHC class II binding affinity with 134,281 pairs from IEDB. Task: Regression. Given a peptide amino acid sequence and an MHC pseudo amino acid sequence, predict their binding affinity value. This is MHC class II binding data. (1) The peptide sequence is EPIAAYHFDLSGIAF. The MHC is DRB3_0101 with pseudo-sequence DRB3_0101. The binding affinity (normalized) is 0.764. (2) The peptide sequence is NHIPGYKVQTNGPWM. The MHC is HLA-DQA10501-DQB10303 with pseudo-sequence HLA-DQA10501-DQB10303. The binding affinity (normalized) is 0.398. (3) The peptide sequence is MGLLECCARCLVGAPFASLV. The MHC is DRB5_0101 with pseudo-sequence DRB5_0101. The binding affinity (normalized) is 0.307. (4) The peptide sequence is KCKYPEGTKVTFHVE. The MHC is DRB1_0405 with pseudo-sequence DRB1_0405. The binding affinity (normalized) is 0.175. (5) The peptide sequence is KYKANWIEIMRIKKL. The MHC is HLA-DPA10201-DPB10501 with pseudo-sequence HLA-DPA10201-DPB10501. The binding affinity (normalized) is 0.593.